From a dataset of Reaction yield outcomes from USPTO patents with 853,638 reactions. Predict the reaction yield, written as a fraction of the theoretical maximum amount of product (1.0 means a 100% yield; for example, 0.34 means a 34% yield). The reactants are [C:1]([O:5][C:6]([NH:8][C:9]1[CH:10]=[C:11]([CH:35]=[C:36]([NH:38][C:39]([O:41][C:42]([CH3:45])([CH3:44])[CH3:43])=[O:40])[CH:37]=1)[CH2:12][NH:13][CH2:14][CH2:15][N:16]1[CH:25]([CH2:26][C:27]2[CH:32]=[CH:31][C:30]([F:33])=[CH:29][CH:28]=2)[CH2:24][C:23]2[C:18](=[CH:19][CH:20]=[C:21]([F:34])[CH:22]=2)[CH2:17]1)=[O:7])([CH3:4])([CH3:3])[CH3:2].C(N(CC)CC)C.[C:53](Cl)([O:55][CH2:56][C:57]1[CH:62]=[CH:61][CH:60]=[CH:59][CH:58]=1)=[O:54].C(=O)(O)[O-].[Na+]. The catalyst is ClCCl.C(Cl)(Cl)Cl. The product is [CH2:56]([O:55][C:53]([N:13]([CH2:12][C:11]1[CH:35]=[C:36]([NH:38][C:39]([O:41][C:42]([CH3:45])([CH3:44])[CH3:43])=[O:40])[CH:37]=[C:9]([NH:8][C:6]([O:5][C:1]([CH3:3])([CH3:4])[CH3:2])=[O:7])[CH:10]=1)[CH2:14][CH2:15][N:16]1[CH:25]([CH2:26][C:27]2[CH:28]=[CH:29][C:30]([F:33])=[CH:31][CH:32]=2)[CH2:24][C:23]2[C:18](=[CH:19][CH:20]=[C:21]([F:34])[CH:22]=2)[CH2:17]1)=[O:54])[C:57]1[CH:62]=[CH:61][CH:60]=[CH:59][CH:58]=1. The yield is 0.930.